This data is from Reaction yield outcomes from USPTO patents with 853,638 reactions. The task is: Predict the reaction yield, written as a fraction of the theoretical maximum amount of product (1.0 means a 100% yield; for example, 0.34 means a 34% yield). (1) The reactants are C([Si](C)(C)[O:6][C:7]1[CH:12]=[CH:11][C:10]([CH2:13][CH2:14][CH:15]([O:18][C:19](=[S:29])[NH:20][CH2:21][CH2:22][C:23]2[CH:28]=[CH:27][CH:26]=[CH:25][CH:24]=2)[CH2:16][CH3:17])=[CH:9][C:8]=1[O:30][CH3:31])(C)(C)C.[F-].C([N+](CCCC)(CCCC)CCCC)CCC. The catalyst is C1COCC1. The product is [CH2:16]([CH:15]([O:18][C:19](=[S:29])[NH:20][CH2:21][CH2:22][C:23]1[CH:28]=[CH:27][CH:26]=[CH:25][CH:24]=1)[CH2:14][CH2:13][C:10]1[CH:11]=[CH:12][C:7]([OH:6])=[C:8]([O:30][CH3:31])[CH:9]=1)[CH3:17]. The yield is 0.919. (2) The catalyst is O1CCOCC1.Cl[Pd](Cl)([P](C1C=CC=CC=1)(C1C=CC=CC=1)C1C=CC=CC=1)[P](C1C=CC=CC=1)(C1C=CC=CC=1)C1C=CC=CC=1.[Cu](I)I. The reactants are Cl[C:2]1[CH:7]=[C:6]([NH:8][CH2:9][CH:10]2[CH2:15][CH2:14][N:13]([C:16]([O:18][C:19]([CH3:22])([CH3:21])[CH3:20])=[O:17])[CH2:12][CH2:11]2)[C:5](I)=[CH:4][N:3]=1.C[Si](C)(C)[O:26][C:27]([CH3:31])([C:29]#[CH:30])[CH3:28].[N:34]1C=CC=C[CH:35]=1.[NH2:40][C:41]1[CH2:46][N:45](C#N)[CH:44]=[CH:43][N:42]=1.CC1(C)C2C(=C(P(C3C=CC=CC=3)C3C=CC=CC=3)C=CC=2)OC2C(P(C3C=CC=CC=3)C3C=CC=CC=3)=CC=CC1=2.C(=O)([O-])[O-].[Cs+].[Cs+]. The product is [C:35]([C:44]1[N:45]=[CH:46][C:41]([NH:40][C:2]2[CH:7]=[C:6]([NH:8][CH2:9][CH:10]3[CH2:15][CH2:14][N:13]([C:16]([O:18][C:19]([CH3:22])([CH3:21])[CH3:20])=[O:17])[CH2:12][CH2:11]3)[C:5]([C:30]#[C:29][C:27]([OH:26])([CH3:31])[CH3:28])=[CH:4][N:3]=2)=[N:42][CH:43]=1)#[N:34]. The yield is 0.270.